This data is from Full USPTO retrosynthesis dataset with 1.9M reactions from patents (1976-2016). The task is: Predict the reactants needed to synthesize the given product. Given the product [CH3:20][O:19][C:15]1[CH:14]=[C:13]2[C:18]([C:9]([N:8]3[CH2:2][CH2:1][O:7][CH2:6][CH2:4]3)=[C:10]([C:22]3[CH:27]=[CH:26][C:25]([O:28][CH3:29])=[CH:24][CH:23]=3)[NH:11][C:12]2=[O:21])=[CH:17][CH:16]=1, predict the reactants needed to synthesize it. The reactants are: [CH2:1]1[O:7][CH2:6][C@@H:4](O)[C@H:2]1O.[NH2:8][C:9]1[C:18]2[C:13](=[CH:14][C:15]([O:19][CH3:20])=[CH:16][CH:17]=2)[C:12](=[O:21])[NH:11][C:10]=1[C:22]1[CH:27]=[CH:26][C:25]([O:28][CH3:29])=[CH:24][CH:23]=1.[BH3-]C#N.[Na+].O(CC=O)CC=O.